This data is from NCI-60 drug combinations with 297,098 pairs across 59 cell lines. The task is: Regression. Given two drug SMILES strings and cell line genomic features, predict the synergy score measuring deviation from expected non-interaction effect. Drug 1: C1CC(C1)(C(=O)O)C(=O)O.[NH2-].[NH2-].[Pt+2]. Drug 2: CC(C)CN1C=NC2=C1C3=CC=CC=C3N=C2N. Cell line: U251. Synergy scores: CSS=23.0, Synergy_ZIP=-4.84, Synergy_Bliss=3.07, Synergy_Loewe=0.455, Synergy_HSA=0.245.